Regression/Classification. Given a drug SMILES string, predict its absorption, distribution, metabolism, or excretion properties. Task type varies by dataset: regression for continuous measurements (e.g., permeability, clearance, half-life) or binary classification for categorical outcomes (e.g., BBB penetration, CYP inhibition). For this dataset (clearance_microsome_az), we predict log10(clearance) (log10 of the in vitro intrinsic clearance, CLint, in uL/min per mg of human liver microsomal protein, equivalently mL/min/g; values are censored to the assay range of 3 to 150, which is 0.477 to 2.18 on this log10 scale). From a dataset of Microsomal clearance measurements from AstraZeneca. (1) The compound is CC(C)(C)c1cc(NC(=O)NCc2ccccc2Sc2ccc3nnc(-c4ccccc4SCCO)n3c2)n(-c2ccc(O)c(Cl)c2)n1. The log10(clearance) is 2.18. (2) The drug is CCOc1noc2cc(OCCC3CCN(c4ccc(C)nn4)CC3)ccc12. The log10(clearance) is 1.48. (3) The compound is CS(=O)(=O)c1ccc(-c2cc(C(F)(F)F)ccc2OCC(=O)O)cc1. The log10(clearance) is 0.480.